Dataset: Catalyst prediction with 721,799 reactions and 888 catalyst types from USPTO. Task: Predict which catalyst facilitates the given reaction. (1) Reactant: [CH3:1][O:2][C:3](=[O:19])/[C:4](/[C:10]1[CH:15]=[CH:14][C:13]([OH:16])=[C:12]([CH:17]=[O:18])[CH:11]=1)=[CH:5]/[C:6]([O:8][CH3:9])=[O:7].[I:20]N1C(=O)CCC1=O. Product: [CH3:1][O:2][C:3](=[O:19])/[C:4](/[C:10]1[CH:15]=[C:14]([I:20])[C:13]([OH:16])=[C:12]([CH:17]=[O:18])[CH:11]=1)=[CH:5]/[C:6]([O:8][CH3:9])=[O:7]. The catalyst class is: 369. (2) Reactant: [CH3:1][C:2]1[CH:25]=[CH:24][C:5]([C:6]([N:8]2[CH2:13][CH2:12][CH:11]([C:14]3[CH:23]=[CH:22][C:17]([C:18]([O:20]C)=[O:19])=[CH:16][CH:15]=3)[CH2:10][CH2:9]2)=[O:7])=[CH:4][C:3]=1[N+:26]([O-:28])=[O:27].[OH-].[Na+].Cl. Product: [CH3:1][C:2]1[CH:25]=[CH:24][C:5]([C:6]([N:8]2[CH2:13][CH2:12][CH:11]([C:14]3[CH:23]=[CH:22][C:17]([C:18]([OH:20])=[O:19])=[CH:16][CH:15]=3)[CH2:10][CH2:9]2)=[O:7])=[CH:4][C:3]=1[N+:26]([O-:28])=[O:27]. The catalyst class is: 191. (3) Reactant: C(OC([N:8]1[CH2:13][CH2:12][CH:11]([NH:14][C:15]2[CH:16]=[N:17][C:18]([O:24][C:25]3[CH:30]=[CH:29][C:28]([O:31][C:32]4[CH:37]=[CH:36][CH:35]=[C:34]([F:38])[CH:33]=4)=[CH:27][CH:26]=3)=[C:19]([C:21](=[O:23])[NH2:22])[CH:20]=2)[CH2:10][CH2:9]1)=O)(C)(C)C.Cl. Product: [F:38][C:34]1[CH:33]=[C:32]([CH:37]=[CH:36][CH:35]=1)[O:31][C:28]1[CH:29]=[CH:30][C:25]([O:24][C:18]2[N:17]=[CH:16][C:15]([NH:14][CH:11]3[CH2:10][CH2:9][NH:8][CH2:13][CH2:12]3)=[CH:20][C:19]=2[C:21]([NH2:22])=[O:23])=[CH:26][CH:27]=1. The catalyst class is: 135. (4) Reactant: [N:1]12[CH2:8][CH2:7][CH:4]([CH2:5][CH2:6]1)[CH:3]([OH:9])[CH2:2]2.[C:10]1([C@H:16]2[C:25]3[C:20](=[CH:21][CH:22]=[CH:23][CH:24]=3)[CH2:19][CH2:18][N:17]2[C:26](OCC)=[O:27])[CH:15]=[CH:14][CH:13]=[CH:12][CH:11]=1.[H-].[Na+].[Cl-].[Na+]. Product: [N:1]12[CH2:8][CH2:7][CH:4]([CH2:5][CH2:6]1)[CH:3]([O:9][C:26]([N:17]1[CH2:18][CH2:19][C:20]3[C:25](=[CH:24][CH:23]=[CH:22][CH:21]=3)[C@@H:16]1[C:10]1[CH:15]=[CH:14][CH:13]=[CH:12][CH:11]=1)=[O:27])[CH2:2]2. The catalyst class is: 11. (5) The catalyst class is: 6. Product: [CH2:10]([N:7]1[CH2:8][CH2:9][C:4]2[C:3]([C:13]([NH2:15])=[O:14])=[C:2]([NH:1][CH:16]=[O:17])[S:12][C:5]=2[CH2:6]1)[CH3:11]. Reactant: [NH2:1][C:2]1[S:12][C:5]2[CH2:6][N:7]([CH2:10][CH3:11])[CH2:8][CH2:9][C:4]=2[C:3]=1[C:13]([NH2:15])=[O:14].[CH:16](O)=[O:17].